This data is from Reaction yield outcomes from USPTO patents with 853,638 reactions. The task is: Predict the reaction yield, written as a fraction of the theoretical maximum amount of product (1.0 means a 100% yield; for example, 0.34 means a 34% yield). (1) The reactants are CC1C=CC(S(O[CH2:12][C@H:13]2[CH2:15][O:14]2)(=O)=O)=CC=1.C(=O)([O-])[O-].[K+].[K+].[CH3:22][NH:23][C:24]([C:26]1[CH:27]=[C:28]2[C:33](=[CH:34][C:35]=1[OH:36])[N:32]=[CH:31][CH:30]=[C:29]2[O:37][C:38]1[CH:43]=[CH:42][C:41]([NH:44][C:45]([NH:47][CH3:48])=[O:46])=[C:40]([Cl:49])[CH:39]=1)=[O:25].[CH2:50]([NH:52][CH2:53][CH3:54])[CH3:51]. The catalyst is O.C(OCC)(=O)C.O1CCCC1.CN(C)C=O. The product is [CH3:22][NH:23][C:24]([C:26]1[CH:27]=[C:28]2[C:33](=[CH:34][C:35]=1[O:36][CH2:15][C@H:13]([OH:14])[CH2:12][N:52]([CH2:53][CH3:54])[CH2:50][CH3:51])[N:32]=[CH:31][CH:30]=[C:29]2[O:37][C:38]1[CH:43]=[CH:42][C:41]([NH:44][C:45]([NH:47][CH3:48])=[O:46])=[C:40]([Cl:49])[CH:39]=1)=[O:25]. The yield is 0.452. (2) The reactants are C1CO[C:8]2[CH:7]=[CH:6][C:5]([NH:11][C:12]3[C:17]([F:18])=[CH:16][N:15]=[C:14]([NH:19][C:20]4[CH:25]=[CH:24][CH:23]=[C:22](O)C=4)[N:13]=3)=[CH:4][C:3]=2[O:2]1.ClC1N=C(NC2C=CC=[C:37]([OH:41])[CH:36]=2)C(F)=CN=1.CC1OC(C)=CC=1CN. No catalyst specified. The product is [CH3:36][C:37]1[O:41][C:23]([CH3:22])=[CH:24][C:25]=1[CH2:20][NH:19][C:14]1[N:13]=[C:12]([NH:11][C:5]2[CH:6]=[CH:7][CH:8]=[C:3]([OH:2])[CH:4]=2)[C:17]([F:18])=[CH:16][N:15]=1. The yield is 0.590. (3) The reactants are Cl[CH2:2][C:3]([NH:5][CH2:6][C@H:7]([OH:10])[CH2:8][OH:9])=[O:4].CC(C)([O-])C.[K+].CO.O. The catalyst is C(O)(CC)(C)C. The product is [OH:9][CH2:8][C@@H:7]1[CH2:6][NH:5][C:3](=[O:4])[CH2:2][O:10]1. The yield is 0.450. (4) The reactants are CN(C)C=O.Cl[C:7]1[CH:15]=[CH:14][C:10]([C:11]([OH:13])=[O:12])=[CH:9][N:8]=1.[CH:16]1([OH:22])[CH2:21][CH2:20][CH2:19][CH2:18][CH2:17]1.[H-].[Na+]. The catalyst is C(O)(=O)C. The product is [CH:16]1([O:22][C:7]2[CH:15]=[CH:14][C:10]([C:11]([OH:13])=[O:12])=[CH:9][N:8]=2)[CH2:21][CH2:20][CH2:19][CH2:18][CH2:17]1. The yield is 0.920. (5) The reactants are [S:1](Cl)([C:4]1[CH:10]=[CH:9][C:7]([CH3:8])=[CH:6][CH:5]=1)(=[O:3])=[O:2].[N-:12]=[N+:13]=[N-:14].[Na+]. The catalyst is CC(C)=O. The product is [S:1]([N:12]=[N+:13]=[N-:14])([C:4]1[CH:10]=[CH:9][C:7]([CH3:8])=[CH:6][CH:5]=1)(=[O:3])=[O:2]. The yield is 0.970. (6) The reactants are [NH2:1][C:2]1[CH:7]=[CH:6][C:5]([N+:8]([O-])=O)=[CH:4][C:3]=1[S:11]([NH2:14])(=[O:13])=[O:12].CO.[H][H]. The catalyst is [Pd].O1CCCC1. The product is [NH2:1][C:2]1[CH:7]=[CH:6][C:5]([NH2:8])=[CH:4][C:3]=1[S:11]([NH2:14])(=[O:12])=[O:13]. The yield is 0.980. (7) The reactants are [CH3:1][C:2]1[CH:7]=[C:6]([N:8]2[CH2:12][CH2:11][CH2:10][CH2:9]2)[N:5]=[C:4](/[CH:13]=[CH:14]/[C:15]2[CH:20]=[CH:19][CH:18]=[C:17]([N+:21]([O-])=O)[CH:16]=2)[N:3]=1.Cl.[OH-].[Na+]. The catalyst is C(O)C. The product is [CH3:1][C:2]1[CH:7]=[C:6]([N:8]2[CH2:12][CH2:11][CH2:10][CH2:9]2)[N:5]=[C:4](/[CH:13]=[CH:14]/[C:15]2[CH:16]=[C:17]([NH2:21])[CH:18]=[CH:19][CH:20]=2)[N:3]=1. The yield is 0.657.